From a dataset of NCI-60 drug combinations with 297,098 pairs across 59 cell lines. Regression. Given two drug SMILES strings and cell line genomic features, predict the synergy score measuring deviation from expected non-interaction effect. Drug 1: C1CC(=O)NC(=O)C1N2CC3=C(C2=O)C=CC=C3N. Drug 2: CCC1=C2CN3C(=CC4=C(C3=O)COC(=O)C4(CC)O)C2=NC5=C1C=C(C=C5)O. Cell line: UO-31. Synergy scores: CSS=21.9, Synergy_ZIP=-8.06, Synergy_Bliss=-4.82, Synergy_Loewe=-49.0, Synergy_HSA=-5.05.